Dataset: Reaction yield outcomes from USPTO patents with 853,638 reactions. Task: Predict the reaction yield, written as a fraction of the theoretical maximum amount of product (1.0 means a 100% yield; for example, 0.34 means a 34% yield). The reactants are [Cl:1][C:2]1[CH:12]=[CH:11][CH:10]=[CH:9][C:3]=1[C@@H:4]([OH:8])[C:5]([OH:7])=[O:6].P(=O)(Cl)(Cl)Cl.[CH3:18]O. No catalyst specified. The product is [Cl:1][C:2]1[CH:12]=[CH:11][CH:10]=[CH:9][C:3]=1[C@@H:4]([OH:8])[C:5]([O:7][CH3:18])=[O:6]. The yield is 0.950.